From a dataset of Catalyst prediction with 721,799 reactions and 888 catalyst types from USPTO. Predict which catalyst facilitates the given reaction. (1) Reactant: C([O:5][C:6](=[O:38])[C:7]1[CH:12]=[CH:11][CH:10]=[CH:9][C:8]=1[C:13]1[CH:18]=[CH:17][N:16]=[C:15]([C:19](=[O:37])[NH:20][C@H:21]([CH2:29][C:30]2[CH:35]=[CH:34][CH:33]=[CH:32][C:31]=2[Cl:36])[C@H:22]([C:24]([O:26]CC)=[O:25])[OH:23])[CH:14]=1)(C)(C)C.[C:39]([OH:45])([C:41]([F:44])([F:43])[F:42])=[O:40].C(Cl)Cl.[OH-].[Na+]. Product: [C:24]([C@H:22]([OH:23])[C@H:21]([NH:20][C:19]([C:15]1[CH:14]=[C:13]([C:8]2[CH:9]=[CH:10][CH:11]=[CH:12][C:7]=2[C:6]([OH:38])=[O:5])[CH:18]=[CH:17][N:16]=1)=[O:37])[CH2:29][C:30]1[CH:35]=[CH:34][CH:33]=[CH:32][C:31]=1[Cl:36])([OH:26])=[O:25].[C:39]([OH:45])([C:41]([F:44])([F:43])[F:42])=[O:40]. The catalyst class is: 1. (2) Reactant: C([Cl:4])(=O)C.[N:5]1[CH:6]=[N:7][N:8]2[CH2:13][CH2:12][N:11]([CH:14]3[CH2:31][CH2:30][C:17]4([CH2:22][CH2:21][N:20](C(OC(C)(C)C)=O)[CH2:19][CH2:18]4)[CH2:16][CH2:15]3)[CH2:10][C:9]=12. Product: [ClH:4].[ClH:4].[CH2:18]1[C:17]2([CH2:30][CH2:31][CH:14]([N:11]3[CH2:12][CH2:13][N:8]4[N:7]=[CH:6][N:5]=[C:9]4[CH2:10]3)[CH2:15][CH2:16]2)[CH2:22][CH2:21][NH:20][CH2:19]1. The catalyst class is: 8. (3) Reactant: [NH2:1][C:2]1[S:3][C:4]2[CH2:10][CH:9]([NH2:11])[CH2:8][CH2:7][C:5]=2[N:6]=1.[S:12]([C:19]1[CH:25]=[CH:24][C:22]([CH3:23])=[CH:21][CH:20]=1)([O:15][CH2:16][CH2:17][CH3:18])(=[O:14])=[O:13]. Product: [CH3:16][CH2:17][CH2:18][NH:11][C@@H:9]1[CH2:10][C:4]2[S:3][C:2]([NH2:1])=[N:6][C:5]=2[CH2:7][CH2:8]1.[CH3:23][C:22]1[CH:24]=[CH:25][C:19]([S:12]([OH:15])(=[O:14])=[O:13])=[CH:20][CH:21]=1. The catalyst class is: 259. (4) Reactant: [H-].[Na+].[CH3:3][C:4]1[CH:9]=[CH:8][C:7]([S:10]([NH:13][CH2:14][CH2:15][C:16]2[CH:21]=[CH:20][C:19]([N+:22]([O-:24])=[O:23])=[CH:18][CH:17]=2)(=[O:12])=[O:11])=[CH:6][CH:5]=1.[CH2:25](Br)[C:26]1[CH:31]=[CH:30][CH:29]=[CH:28][CH:27]=1. Product: [CH2:25]([N:13]([CH2:14][CH2:15][C:16]1[CH:21]=[CH:20][C:19]([N+:22]([O-:24])=[O:23])=[CH:18][CH:17]=1)[S:10]([C:7]1[CH:6]=[CH:5][C:4]([CH3:3])=[CH:9][CH:8]=1)(=[O:11])=[O:12])[C:26]1[CH:31]=[CH:30][CH:29]=[CH:28][CH:27]=1. The catalyst class is: 3.